Dataset: Retrosynthesis with 50K atom-mapped reactions and 10 reaction types from USPTO. Task: Predict the reactants needed to synthesize the given product. (1) Given the product CCC(C)c1c(O)cccc1OC, predict the reactants needed to synthesize it. The reactants are: CCC(C)c1c(OC)cccc1OC. (2) Given the product COc1cc2ncc(C#N)c(Nc3ccc4sc(C)nc4c3)c2cc1OC, predict the reactants needed to synthesize it. The reactants are: COc1cc2ncc(C#N)c(Cl)c2cc1OC.Cc1nc2cc(N)ccc2s1.